From a dataset of Forward reaction prediction with 1.9M reactions from USPTO patents (1976-2016). Predict the product of the given reaction. (1) Given the reactants [C:1]([C:3]1[CH:8]=[CH:7][C:6]([C:9]2[N:13]3[CH:14]=[C:15]([C:18]4[CH:26]=[CH:25][C:21]([C:22](O)=[O:23])=[C:20]([Cl:27])[CH:19]=4)[N:16]=[CH:17][C:12]3=[N:11][CH:10]=2)=[CH:5][CH:4]=1)#[N:2].CN(C(ON1N=NC2C=CC=NC1=2)=[N+](C)C)C.F[P-](F)(F)(F)(F)F.CN1CCOCC1.Cl.[NH:60]1[CH2:65][CH2:64][CH:63]([NH:66][C:67](=[O:73])[O:68][C:69]([CH3:72])([CH3:71])[CH3:70])[CH2:62][CH2:61]1, predict the reaction product. The product is: [C:1]([C:3]1[CH:8]=[CH:7][C:6]([C:9]2[N:13]3[CH:14]=[C:15]([C:18]4[CH:26]=[CH:25][C:21]([C:22]([N:60]5[CH2:61][CH2:62][CH:63]([NH:66][C:67](=[O:73])[O:68][C:69]([CH3:71])([CH3:70])[CH3:72])[CH2:64][CH2:65]5)=[O:23])=[C:20]([Cl:27])[CH:19]=4)[N:16]=[CH:17][C:12]3=[N:11][CH:10]=2)=[CH:5][CH:4]=1)#[N:2]. (2) The product is: [CH3:1][NH:2][C:3](=[O:16])[C:4]1[CH:9]=[C:8]([Br:10])[C:7]([CH2:11][NH:12][S:26]([C:23]2[CH:22]=[CH:21][C:20]([N+:17]([O-:19])=[O:18])=[CH:25][CH:24]=2)(=[O:27])=[O:28])=[CH:6][C:5]=1[O:13][CH2:14][CH3:15]. Given the reactants [CH3:1][NH:2][C:3](=[O:16])[C:4]1[CH:9]=[C:8]([Br:10])[C:7]([CH2:11][NH2:12])=[CH:6][C:5]=1[O:13][CH2:14][CH3:15].[N+:17]([C:20]1[CH:25]=[CH:24][C:23]([S:26](Cl)(=[O:28])=[O:27])=[CH:22][CH:21]=1)([O-:19])=[O:18].O.C(OCC)(=O)C, predict the reaction product. (3) Given the reactants [F:1][C:2]1[CH:10]=[C:9]2[C:5]([CH2:6][C:7](=[O:11])[NH:8]2)=[N:4][CH:3]=1.[Cl:12][C:13]1[C:14]([F:21])=[C:15]([CH:18]=[CH:19][CH:20]=1)[CH:16]=O.N1CCCCC1, predict the reaction product. The product is: [Cl:12][C:13]1[C:14]([F:21])=[C:15]([CH:18]=[CH:19][CH:20]=1)/[CH:16]=[C:6]1\[C:7](=[O:11])[NH:8][C:9]2[C:5]\1=[N:4][CH:3]=[C:2]([F:1])[CH:10]=2. (4) Given the reactants [Si]([O:8][CH2:9][CH:10]1[CH2:15][CH2:14][C:13]([CH2:18][OH:19])([CH2:16][OH:17])[CH2:12][CH2:11]1)(C(C)(C)C)(C)C.CO[C:22](OC)([CH3:24])[CH3:23].O.C1(C)C=CC(S(O)(=O)=O)=CC=1.C(N(CC)CC)C, predict the reaction product. The product is: [CH3:23][C:22]1([CH3:24])[O:17][CH2:16][C:13]2([CH2:12][CH2:11][CH:10]([CH2:9][OH:8])[CH2:15][CH2:14]2)[CH2:18][O:19]1. (5) Given the reactants Br[C:2]1[N:7]=[CH:6][C:5]([CH:8]2[C:17]3[C:12](=[CH:13][C:14]([O:18][CH2:19][CH2:20][CH2:21][N:22]4[CH2:27][CH2:26][CH:25]([F:28])[CH2:24][CH2:23]4)=[CH:15][CH:16]=3)[CH2:11][N:10]([CH3:29])[CH2:9]2)=[CH:4][CH:3]=1.[SH:30][C:31]1[NH:32][CH:33]=[CH:34][N:35]=1.C([O-])([O-])=O.[K+].[K+], predict the reaction product. The product is: [F:28][CH:25]1[CH2:26][CH2:27][N:22]([CH2:21][CH2:20][CH2:19][O:18][C:14]2[CH:13]=[C:12]3[C:17]([CH:8]([C:5]4[CH:6]=[N:7][C:2]([S:30][C:31]5[NH:32][CH:33]=[CH:34][N:35]=5)=[CH:3][CH:4]=4)[CH2:9][N:10]([CH3:29])[CH2:11]3)=[CH:16][CH:15]=2)[CH2:23][CH2:24]1. (6) Given the reactants [CH3:1][O:2][CH2:3][CH:4]1[CH2:9][N:8](C(OC(C)(C)C)=O)[CH2:7][CH2:6][N:5]1C(OC(C)(C)C)=O.Cl, predict the reaction product. The product is: [CH3:1][O:2][CH2:3][CH:4]1[CH2:9][NH:8][CH2:7][CH2:6][NH:5]1. (7) Given the reactants Br[C:2]1[CH:10]=[C:9]2[C:5]([CH:6]=[CH:7][NH:8]2)=[CH:4][CH:3]=1.C(=O)([O-])[O-].[K+].[K+].[N+:17]([C:20]1[CH:21]=[C:22](B(O)O)[CH:23]=[CH:24][CH:25]=1)([O-:19])=[O:18].C(OCC)(=O)C, predict the reaction product. The product is: [N+:17]([C:20]1[CH:25]=[C:24]([C:2]2[CH:10]=[C:9]3[C:5]([CH:6]=[CH:7][NH:8]3)=[CH:4][CH:3]=2)[CH:23]=[CH:22][CH:21]=1)([O-:19])=[O:18]. (8) Given the reactants Cl[C:2]1[C:11]2[C:6](=[C:7]([Cl:12])[CH:8]=[CH:9][CH:10]=2)[CH:5]=[C:4]([O:13][CH2:14][CH:15]([F:17])[F:16])[N:3]=1.[F-:18].[Cs+], predict the reaction product. The product is: [Cl:12][C:7]1[CH:8]=[CH:9][CH:10]=[C:11]2[C:6]=1[CH:5]=[C:4]([O:13][CH2:14][CH:15]([F:17])[F:16])[N:3]=[C:2]2[F:18].